Dataset: Peptide-MHC class I binding affinity with 185,985 pairs from IEDB/IMGT. Task: Regression. Given a peptide amino acid sequence and an MHC pseudo amino acid sequence, predict their binding affinity value. This is MHC class I binding data. (1) The peptide sequence is WENGFKVVL. The MHC is HLA-A01:01 with pseudo-sequence HLA-A01:01. The binding affinity (normalized) is 0.0847. (2) The peptide sequence is QRSTLERTSKASLER. The MHC is HLA-B35:03 with pseudo-sequence HLA-B35:03. The binding affinity (normalized) is 0. (3) The MHC is HLA-B15:01 with pseudo-sequence HLA-B15:01. The binding affinity (normalized) is 0.522. The peptide sequence is YAYNSSLLY. (4) The peptide sequence is IVRQRVIPV. The MHC is HLA-B15:01 with pseudo-sequence HLA-B15:01. The binding affinity (normalized) is 0.629. (5) The binding affinity (normalized) is 1.00. The peptide sequence is GGNSSWPW. The MHC is Mamu-B52 with pseudo-sequence Mamu-B52. (6) The peptide sequence is YTDDYPMYK. The MHC is HLA-B40:01 with pseudo-sequence HLA-B40:01. The binding affinity (normalized) is 0.0847.